This data is from Peptide-MHC class I binding affinity with 185,985 pairs from IEDB/IMGT. The task is: Regression. Given a peptide amino acid sequence and an MHC pseudo amino acid sequence, predict their binding affinity value. This is MHC class I binding data. (1) The peptide sequence is SLYKYLLLR. The MHC is HLA-B40:01 with pseudo-sequence HLA-B40:01. The binding affinity (normalized) is 0.0847. (2) The peptide sequence is DLMGVPYCNY. The MHC is HLA-A01:01 with pseudo-sequence HLA-A01:01. The binding affinity (normalized) is 0.221. (3) The binding affinity (normalized) is 0.604. The peptide sequence is RMILPMSRAFR. The MHC is HLA-A31:01 with pseudo-sequence HLA-A31:01. (4) The peptide sequence is RAPKVRLSL. The binding affinity (normalized) is 0.333. The MHC is HLA-A24:03 with pseudo-sequence HLA-A24:03. (5) The peptide sequence is AAAQGQAPL. The MHC is HLA-A02:19 with pseudo-sequence HLA-A02:19. The binding affinity (normalized) is 0.0847.